This data is from Forward reaction prediction with 1.9M reactions from USPTO patents (1976-2016). The task is: Predict the product of the given reaction. Given the reactants B(Br)(Br)Br.[F:5][C:6]1[CH:7]=[C:8]([CH2:12][NH:13][C:14]([C:16]2[C:17]([O:31][CH2:32][CH2:33][O:34]C)=[N:18][C:19]3[C:24]([C:25]=2[CH3:26])=[CH:23][CH:22]=[C:21]([C:27]([F:30])([F:29])[F:28])[CH:20]=3)=[O:15])[CH:9]=[CH:10][CH:11]=1, predict the reaction product. The product is: [F:5][C:6]1[CH:7]=[C:8]([CH2:12][NH:13][C:14]([C:16]2[C:17]([O:31][CH2:32][CH2:33][OH:34])=[N:18][C:19]3[C:24]([C:25]=2[CH3:26])=[CH:23][CH:22]=[C:21]([C:27]([F:29])([F:30])[F:28])[CH:20]=3)=[O:15])[CH:9]=[CH:10][CH:11]=1.